Dataset: Full USPTO retrosynthesis dataset with 1.9M reactions from patents (1976-2016). Task: Predict the reactants needed to synthesize the given product. (1) The reactants are: [CH3:1][O:2][C:3](=[O:31])[C:4]1[CH:9]=[C:8]([C:10]2[CH:15]=[C:14]([S:16][CH2:17][CH2:18][NH:19]C(OC(C)(C)C)=O)[N:13]=[C:12]([NH2:27])[N:11]=2)[C:7]([CH3:28])=[CH:6][C:5]=1[O:29][CH3:30].FC(F)(F)C(O)=O.[C:39]([O:43][C:44]([NH:46][CH2:47][CH2:48][CH2:49][C:50]([OH:52])=O)=[O:45])([CH3:42])([CH3:41])[CH3:40].ON1C2C=CC=CC=2N=N1.C(N(C(C)C)CC)(C)C.Cl.C(N=C=NCCCN(C)C)C.[Cl-].[NH4+]. Given the product [CH3:1][O:2][C:3](=[O:31])[C:4]1[CH:9]=[C:8]([C:10]2[CH:15]=[C:14]([S:16][CH2:17][CH2:18][NH:19][C:50](=[O:52])[CH2:49][CH2:48][CH2:47][NH:46][C:44]([O:43][C:39]([CH3:40])([CH3:41])[CH3:42])=[O:45])[N:13]=[C:12]([NH2:27])[N:11]=2)[C:7]([CH3:28])=[CH:6][C:5]=1[O:29][CH3:30], predict the reactants needed to synthesize it. (2) Given the product [NH4+:7].[OH-:3].[F:1][C:2]([F:11])([F:12])[O:3][C:4]1[CH:5]=[C:6]([N:7]2[CH2:19][CH2:18][NH:17][CH2:16][CH2:15]2)[CH:8]=[CH:9][CH:10]=1, predict the reactants needed to synthesize it. The reactants are: [F:1][C:2]([F:12])([F:11])[O:3][C:4]1[CH:5]=[C:6]([CH:8]=[CH:9][CH:10]=1)[NH2:7].Cl.Cl[CH2:15][CH2:16][NH:17][CH2:18][CH2:19]Cl.C(OCCOCCO)C. (3) Given the product [CH:8](=[N:2]/[NH:1][C:3]1[NH:7][N:6]=[N:5][N:4]=1)\[C:9]1[CH:14]=[CH:13][CH:12]=[CH:11][CH:10]=1, predict the reactants needed to synthesize it. The reactants are: [NH:1]([C:3]1[NH:7][N:6]=[N:5][N:4]=1)[NH2:2].[CH:8](=O)[C:9]1[CH:14]=[CH:13][CH:12]=[CH:11][CH:10]=1. (4) Given the product [CH3:1][O:2][C:3](=[O:9])[C:4]([NH2:5])([C:29]([C:30]1[CH:31]=[N:32][CH:33]=[CH:34][CH:35]=1)=[O:36])[CH:6]([CH3:8])[CH3:7], predict the reactants needed to synthesize it. The reactants are: [CH3:1][O:2][C:3](=[O:9])[C@H:4]([CH:6]([CH3:8])[CH3:7])[NH2:5].CN1CCOCC1.CCN=C=NCCCN(C)C.Cl.[C:29](O)(=[O:36])[C:30]1[CH:35]=[CH:34][CH:33]=[N:32][CH:31]=1. (5) Given the product [C:1]([C:4]1[CH:27]=[CH:26][C:7]([O:8][CH2:9][C:10]2[CH:15]=[CH:14][C:13]([CH:16]([F:39])[C:17]3[CH:18]=[C:19]([CH:22]=[CH:23][CH:24]=3)[C:20]#[N:21])=[CH:12][CH:11]=2)=[C:6]([CH3:28])[C:5]=1[OH:29])(=[O:3])[CH3:2], predict the reactants needed to synthesize it. The reactants are: [C:1]([C:4]1[CH:27]=[CH:26][C:7]([O:8][CH2:9][C:10]2[CH:15]=[CH:14][C:13]([CH:16](O)[C:17]3[CH:18]=[C:19]([CH:22]=[CH:23][CH:24]=3)[C:20]#[N:21])=[CH:12][CH:11]=2)=[C:6]([CH3:28])[C:5]=1[OH:29])(=[O:3])[CH3:2].ClCCl.C(N(S(F)(F)[F:39])CC)C. (6) Given the product [F:15][CH2:14][CH:13]([OH:16])[CH2:12][N:20]1[CH2:21][CH2:22][N:17]([C:23]([O:25][CH2:26][C:27]2[CH:32]=[CH:31][CH:30]=[CH:29][CH:28]=2)=[O:24])[CH2:18][CH2:19]1, predict the reactants needed to synthesize it. The reactants are: CC1C=CC(S(O[CH2:12][CH:13]([OH:16])[CH2:14][F:15])(=O)=O)=CC=1.[N:17]1([C:23]([O:25][CH2:26][C:27]2[CH:32]=[CH:31][CH:30]=[CH:29][CH:28]=2)=[O:24])[CH2:22][CH2:21][NH:20][CH2:19][CH2:18]1.